This data is from Forward reaction prediction with 1.9M reactions from USPTO patents (1976-2016). The task is: Predict the product of the given reaction. (1) Given the reactants [CH:1]([C:3]1[CH:11]=[CH:10][C:6]([C:7]([OH:9])=[O:8])=[CH:5][C:4]=1[OH:12])=[O:2].S(Cl)(Cl)=O.[CH3:17]O, predict the reaction product. The product is: [CH:1]([C:3]1[CH:11]=[CH:10][C:6]([C:7]([O:9][CH3:17])=[O:8])=[CH:5][C:4]=1[OH:12])=[O:2]. (2) The product is: [CH2:36]([O:43][C:44](=[O:45])[NH:46][C@H:47]([C:48](=[O:49])[NH:50][C@H:51]([C:6](=[O:28])[NH:7][C@@H:8]([CH2:21][C:22]1[CH:23]=[CH:24][CH:25]=[CH:26][CH:27]=1)[CH:9]([C:11](=[O:20])[NH:12][CH2:13][C:14]1[CH:15]=[CH:16][CH:17]=[CH:18][CH:19]=1)[OH:10])[CH2:55][C:56]1[CH:61]=[CH:60][CH:59]=[CH:58][N:57]=1)[CH3:62])[C:37]1[CH:42]=[CH:41][CH:40]=[CH:39][CH:38]=1. Given the reactants C(O[C:6](=[O:28])[NH:7][C@@H:8]([CH2:21][C:22]1[CH:27]=[CH:26][CH:25]=[CH:24][CH:23]=1)[CH:9]([C:11](=[O:20])[NH:12][CH2:13][C:14]1[CH:19]=[CH:18][CH:17]=[CH:16][CH:15]=1)[OH:10])(C)(C)C.C(O)(C(F)(F)F)=O.[CH2:36]([O:43][C:44]([NH:46][C@@H:47]([CH3:62])[C:48]([NH:50][C@@H:51]([CH2:55][C:56]1[CH:61]=[CH:60][CH:59]=[CH:58][N:57]=1)C(O)=O)=[O:49])=[O:45])[C:37]1[CH:42]=[CH:41][CH:40]=[CH:39][CH:38]=1.CN(C(ON1N=NC2C=CC=NC1=2)=[N+](C)C)C.F[P-](F)(F)(F)(F)F.C(N(CC)C(C)C)(C)C, predict the reaction product. (3) Given the reactants [F:1][C:2]1[CH:7]=[CH:6][C:5]([C:8]2[C:17]([N:18]3[CH2:22][CH2:21][CH2:20][CH2:19]3)=[N:16][C:15]3[C:10](=[CH:11][CH:12]=[C:13]([C:23]([O:25]C)=[O:24])[CH:14]=3)[N:9]=2)=[CH:4][CH:3]=1.[OH-].[Na+].Cl, predict the reaction product. The product is: [F:1][C:2]1[CH:7]=[CH:6][C:5]([C:8]2[C:17]([N:18]3[CH2:19][CH2:20][CH2:21][CH2:22]3)=[N:16][C:15]3[C:10](=[CH:11][CH:12]=[C:13]([C:23]([OH:25])=[O:24])[CH:14]=3)[N:9]=2)=[CH:4][CH:3]=1. (4) Given the reactants [N+:1]([C:4]1[CH:9]=[CH:8][CH:7]=[CH:6][C:5]=1[CH2:10][CH2:11][C:12]1[C:16]2[C:17](=[O:31])[N:18]([C:25]3[CH:30]=[CH:29][CH:28]=[CH:27][CH:26]=3)[C:19]3[N:20]=[CH:21][CH:22]=[CH:23][C:24]=3[C:15]=2[NH:14][N:13]=1)([O-])=O, predict the reaction product. The product is: [NH2:1][C:4]1[CH:9]=[CH:8][CH:7]=[CH:6][C:5]=1[CH2:10][CH2:11][C:12]1[C:16]2[C:17](=[O:31])[N:18]([C:25]3[CH:30]=[CH:29][CH:28]=[CH:27][CH:26]=3)[C:19]3[N:20]=[CH:21][CH:22]=[CH:23][C:24]=3[C:15]=2[NH:14][N:13]=1. (5) The product is: [F:26][P-:27]([F:32])([F:31])([F:30])([F:29])[F:28].[O:1]1[CH:5]=[CH:4][CH:3]=[C:2]1[C:6]([NH:41][CH2:42][CH2:43][N+:44]12[CH2:49][CH2:48][CH:47]([CH2:50][CH2:51]1)[C@@H:46]([C:52](=[O:67])[C:53]([OH:66])([C:60]1[CH:61]=[CH:62][CH:63]=[CH:64][CH:65]=1)[C:54]1[CH:55]=[CH:56][CH:57]=[CH:58][CH:59]=1)[CH2:45]2)=[O:8]. Given the reactants [O:1]1[CH:5]=[CH:4][CH:3]=[C:2]1[C:6]([OH:8])=O.CN(C(ON1N=NC2C=CC=NC1=2)=[N+](C)C)C.[F:26][P-:27]([F:32])([F:31])([F:30])([F:29])[F:28].N1CCOCC1.Cl.[Cl-].[NH2:41][CH2:42][CH2:43][N+:44]12[CH2:51][CH2:50][CH:47]([CH2:48][CH2:49]1)[C@@H:46]([C:52](=[O:67])[C:53]([OH:66])([C:60]1[CH:65]=[CH:64][CH:63]=[CH:62][CH:61]=1)[C:54]1[CH:59]=[CH:58][CH:57]=[CH:56][CH:55]=1)[CH2:45]2, predict the reaction product.